From a dataset of Full USPTO retrosynthesis dataset with 1.9M reactions from patents (1976-2016). Predict the reactants needed to synthesize the given product. (1) Given the product [C:16]([C:20]1[CH:21]=[CH:22][C:23]([CH2:24][N:8]2[C:9]3[C:4](=[CH:3][C:2]([F:1])=[C:11]([F:12])[CH:10]=3)[C:5](=[O:15])[C:6]([C:13]#[N:14])=[CH:7]2)=[CH:26][CH:27]=1)([CH3:19])([CH3:17])[CH3:18], predict the reactants needed to synthesize it. The reactants are: [F:1][C:2]1[CH:3]=[C:4]2[C:9](=[CH:10][C:11]=1[F:12])[NH:8][CH:7]=[C:6]([C:13]#[N:14])[C:5]2=[O:15].[C:16]([C:20]1[CH:27]=[CH:26][C:23]([CH2:24]Cl)=[CH:22][CH:21]=1)([CH3:19])([CH3:18])[CH3:17]. (2) Given the product [NH2:11][CH2:10][CH:9]([NH:8][C:6]([C:5]1[CH:24]=[CH:25][C:2]([Cl:1])=[C:3]([NH:26][C:27]([C:29]2[C:40](=[O:41])[NH:39][C:32]3[N:33]=[C:34]([O:37][CH3:38])[N:35]=[CH:36][C:31]=3[CH:30]=2)=[O:28])[CH:4]=1)=[O:7])[CH:19]1[CH2:20][CH2:21][CH2:22][CH2:23]1, predict the reactants needed to synthesize it. The reactants are: [Cl:1][C:2]1[CH:25]=[CH:24][C:5]([C:6]([NH:8][CH:9]([CH:19]2[CH2:23][CH2:22][CH2:21][CH2:20]2)[CH2:10][NH:11]C(=O)OC(C)(C)C)=[O:7])=[CH:4][C:3]=1[NH:26][C:27]([C:29]1[C:40](=[O:41])[NH:39][C:32]2[N:33]=[C:34]([O:37][CH3:38])[N:35]=[CH:36][C:31]=2[CH:30]=1)=[O:28].FC(F)(F)C(O)=O. (3) Given the product [CH3:16][O:15][CH:14]([O:17][CH3:18])[CH2:13][N:12]1[C:3]2[C:4]([C:5]([O:7][CH3:8])=[O:6])=[CH:9][CH:10]=[CH:11][C:2]=2[N:1]=[C:19]1[CH3:20], predict the reactants needed to synthesize it. The reactants are: [NH2:1][C:2]1[C:3]([NH:12][CH2:13][CH:14]([O:17][CH3:18])[O:15][CH3:16])=[C:4]([CH:9]=[CH:10][CH:11]=1)[C:5]([O:7][CH3:8])=[O:6].[C:19](OC)(OC)(OC)[CH3:20]. (4) Given the product [NH:1]1[C:9]2[C:4](=[CH:5][CH:6]=[CH:7][CH:8]=2)[C:3]([C:10]2[NH:11][C:12]3[C:13]([N:28]=2)=[CH:14][C:15]2[C:16]([CH3:26])([CH3:27])[C:17](=[O:25])[N:18]([CH2:21][CH2:22][S:23]([CH3:24])=[O:34])[C:19]=2[CH:20]=3)=[N:2]1, predict the reactants needed to synthesize it. The reactants are: [NH:1]1[C:9]2[C:4](=[CH:5][CH:6]=[CH:7][CH:8]=2)[C:3]([C:10]2[NH:11][C:12]3[C:13]([N:28]=2)=[CH:14][C:15]2[C:16]([CH3:27])([CH3:26])[C:17](=[O:25])[N:18]([CH2:21][CH2:22][S:23][CH3:24])[C:19]=2[CH:20]=3)=[N:2]1.ClC1C=C(C=CC=1)C(OO)=[O:34]. (5) Given the product [CH2:33]([NH:35][C:36]1[S:37][C:30]([C:29]2[C:22]3[C:21]([NH:20][C@H:18]([C:7]4[N:8]([C:12]5[CH:17]=[CH:16][CH:15]=[CH:14][CH:13]=5)[C:9](=[O:11])[C:10]5=[C:2]([CH3:1])[CH:3]=[CH:4][N:5]5[N:6]=4)[CH3:19])=[N:26][CH:25]=[N:24][C:23]=3[NH:27][CH:28]=2)=[N:39][N:38]=1)[CH3:34], predict the reactants needed to synthesize it. The reactants are: [CH3:1][C:2]1[CH:3]=[CH:4][N:5]2[C:10]=1[C:9](=[O:11])[N:8]([C:12]1[CH:17]=[CH:16][CH:15]=[CH:14][CH:13]=1)[C:7]([C@@H:18]([NH:20][C:21]1[C:22]3[C:29]([C:30](O)=O)=[CH:28][NH:27][C:23]=3[N:24]=[CH:25][N:26]=1)[CH3:19])=[N:6]2.[CH2:33]([NH:35][C:36]([NH:38][NH2:39])=[S:37])[CH3:34].O(Cl)Cl.[P+5].